From a dataset of Forward reaction prediction with 1.9M reactions from USPTO patents (1976-2016). Predict the product of the given reaction. (1) Given the reactants [NH2:1][C:2](=S)[C:3]([O:5][CH2:6][CH3:7])=[O:4].[NH2:9][NH2:10].C1COCC1, predict the reaction product. The product is: [NH2:1][C:2](=[N:9][NH2:10])[C:3]([O:5][CH2:6][CH3:7])=[O:4]. (2) Given the reactants [O:1]=[C:2]1[C:10]2([C:22]3[C:13](=[CH:14][C:15]4[O:20][CH2:19][CH2:18][O:17][C:16]=4[CH:21]=3)[O:12][CH2:11]2)[C:9]2[C:4](=[CH:5][CH:6]=[CH:7][CH:8]=2)[N:3]1[CH2:23][C:24]1[O:28][C:27]([C:29]([OH:31])=O)=[CH:26][CH:25]=1.Cl.[CH3:33][NH:34][CH3:35].O.ON1C2C=CC=CC=2N=N1.CN1CCOCC1, predict the reaction product. The product is: [CH3:33][N:34]([CH3:35])[C:29]([C:27]1[O:28][C:24]([CH2:23][N:3]2[C:4]3[C:9](=[CH:8][CH:7]=[CH:6][CH:5]=3)[C:10]3([C:22]4[C:13](=[CH:14][C:15]5[O:20][CH2:19][CH2:18][O:17][C:16]=5[CH:21]=4)[O:12][CH2:11]3)[C:2]2=[O:1])=[CH:25][CH:26]=1)=[O:31].